Predict the reaction yield, written as a fraction of the theoretical maximum amount of product (1.0 means a 100% yield; for example, 0.34 means a 34% yield). From a dataset of Reaction yield outcomes from USPTO patents with 853,638 reactions. (1) The reactants are O[Li].O.[CH2:4]([O:6][C:7](=[N:9][O:10][C:11]1[CH:16]=[CH:15][CH:14]=[CH:13][C:12]=1[C:17]([O:19]CC1C=CC=CC=1)=[O:18])[CH3:8])[CH3:5].C1COCC1.CO.O. The catalyst is O. The product is [CH2:4]([O:6][C:7](=[N:9][O:10][C:11]1[CH:16]=[CH:15][CH:14]=[CH:13][C:12]=1[C:17]([OH:19])=[O:18])[CH3:8])[CH3:5]. The yield is 0.800. (2) The reactants are [CH3:1][N:2]1[C:7](=[O:8])[C:6]([NH:9][C:10]2[CH:15]=[CH:14][C:13]([C:16]([N:18]3[CH2:23][CH2:22][O:21][CH2:20][CH2:19]3)=[O:17])=[CH:12][N:11]=2)=[CH:5][C:4]([C:24]2[C:29]([CH:30]=[O:31])=[C:28]([N:32]3[CH2:44][CH2:43][N:35]4[C:36]5[CH2:37][CH2:38][CH2:39][CH2:40][C:41]=5[CH:42]=[C:34]4[C:33]3=[O:45])[N:27]=[CH:26][CH:25]=2)=[CH:3]1.[BH4-].[Na+]. The catalyst is CO. The product is [OH:31][CH2:30][C:29]1[C:28]([N:32]2[CH2:44][CH2:43][N:35]3[C:36]4[CH2:37][CH2:38][CH2:39][CH2:40][C:41]=4[CH:42]=[C:34]3[C:33]2=[O:45])=[N:27][CH:26]=[CH:25][C:24]=1[C:4]1[CH:5]=[C:6]([NH:9][C:10]2[CH:15]=[CH:14][C:13]([C:16]([N:18]3[CH2:23][CH2:22][O:21][CH2:20][CH2:19]3)=[O:17])=[CH:12][N:11]=2)[C:7](=[O:8])[N:2]([CH3:1])[CH:3]=1. The yield is 0.440.